This data is from Catalyst prediction with 721,799 reactions and 888 catalyst types from USPTO. The task is: Predict which catalyst facilitates the given reaction. Reactant: [NH2:1][C:2]1[C:7]([C:8](=[O:10])[NH2:9])=[CH:6][CH:5]=[CH:4][C:3]=1[NH:11][C:12]([C:14]1[CH:33]=[CH:32][C:17]([CH2:18][CH:19]2[CH2:24][CH2:23][N:22](C(OC(C)(C)C)=O)[CH2:21][CH2:20]2)=[CH:16][CH:15]=1)=O. Product: [NH:22]1[CH2:21][CH2:20][CH:19]([CH2:18][C:17]2[CH:16]=[CH:15][C:14]([C:12]3[NH:11][C:3]4[CH:4]=[CH:5][CH:6]=[C:7]([C:8]([NH2:9])=[O:10])[C:2]=4[N:1]=3)=[CH:33][CH:32]=2)[CH2:24][CH2:23]1. The catalyst class is: 15.